From a dataset of Full USPTO retrosynthesis dataset with 1.9M reactions from patents (1976-2016). Predict the reactants needed to synthesize the given product. (1) Given the product [F:26][C:27]1[CH:32]=[CH:31][C:30]([NH:33][C:21]([C:19]2[N:20]=[C:16]([CH2:15][O:14][C:13]3[CH:12]=[CH:11][C:10]([CH2:9][CH2:8][CH2:7][CH2:6][N:1]4[CH:5]=[CH:4][N:3]=[N:2]4)=[CH:25][CH:24]=3)[O:17][CH:18]=2)=[O:23])=[CH:29][C:28]=1[N+:34]([O-:36])=[O:35], predict the reactants needed to synthesize it. The reactants are: [N:1]1([CH2:6][CH2:7][CH2:8][CH2:9][C:10]2[CH:25]=[CH:24][C:13]([O:14][CH2:15][C:16]3[O:17][CH:18]=[C:19]([C:21]([OH:23])=O)[N:20]=3)=[CH:12][CH:11]=2)[CH:5]=[CH:4][N:3]=[N:2]1.[F:26][C:27]1[CH:32]=[CH:31][C:30]([NH2:33])=[CH:29][C:28]=1[N+:34]([O-:36])=[O:35]. (2) Given the product [CH2:41]([O:26][C:25]1[C:17]([C:10]2([OH:27])[C:11]3[C:16](=[CH:15][CH:14]=[CH:13][CH:12]=3)[N:8]([CH:7]([C:1]3[CH:2]=[CH:3][CH:4]=[CH:5][CH:6]=3)[C:29]3[CH:30]=[CH:31][CH:32]=[CH:33][CH:34]=3)[C:9]2=[O:28])=[CH:18][C:19]2[O:23][CH2:22][O:21][C:20]=2[CH:24]=1)[C:42]1[CH:47]=[CH:46][CH:45]=[CH:44][CH:43]=1, predict the reactants needed to synthesize it. The reactants are: [C:1]1([CH:7]([C:29]2[CH:34]=[CH:33][CH:32]=[CH:31][CH:30]=2)[N:8]2[C:16]3[C:11](=[CH:12][CH:13]=[CH:14][CH:15]=3)[C:10]([OH:27])([C:17]3[C:25]([OH:26])=[CH:24][C:20]4[O:21][CH2:22][O:23][C:19]=4[CH:18]=3)[C:9]2=[O:28])[CH:6]=[CH:5][CH:4]=[CH:3][CH:2]=1.C(=O)([O-])[O-].[K+].[K+].[CH2:41](Br)[C:42]1[CH:47]=[CH:46][CH:45]=[CH:44][CH:43]=1. (3) Given the product [CH2:23]([O:22][C:20]([C:2]1[CH:3]=[C:4]([F:14])[C:5]([O:9][C:10]([F:13])([F:12])[F:11])=[C:6]([F:8])[CH:7]=1)=[CH2:21])[CH3:24], predict the reactants needed to synthesize it. The reactants are: Br[C:2]1[CH:3]=[C:4]([F:14])[C:5]([O:9][C:10]([F:13])([F:12])[F:11])=[C:6]([F:8])[CH:7]=1.C([Sn](CCCC)(CCCC)[C:20]([O:22][CH2:23][CH3:24])=[CH2:21])CCC.C1(C)C=CC=CC=1.Cl. (4) The reactants are: [CH2:1]([O:8][C:9]1[C:14](=[O:15])[CH:13]=[CH:12][N:11]([CH2:16][CH2:17][CH3:18])[C:10]=1[CH3:19])[C:2]1[CH:7]=[CH:6][CH:5]=[CH:4][CH:3]=1.C(OC(=O)C)(=[O:22])C.[Se](=O)=O.CO. Given the product [CH2:1]([O:8][C:9]1[C:14](=[O:15])[CH:13]=[CH:12][N:11]([CH2:16][CH2:17][CH3:18])[C:10]=1[CH:19]=[O:22])[C:2]1[CH:3]=[CH:4][CH:5]=[CH:6][CH:7]=1, predict the reactants needed to synthesize it. (5) Given the product [CH:17]1([CH2:16][N:32]2[C:33](=[O:34])[N:29]([C:21]3[S:22][C:23]([C:24]([O:26][CH2:27][CH3:28])=[O:25])=[C:19]([CH3:18])[N:20]=3)[CH:30]=[N:31]2)[CH2:15][CH2:14]1, predict the reactants needed to synthesize it. The reactants are: FC(F)(F)C1C=CC(CBr)=CC=1.Br[CH2:14][CH:15]1[CH2:17][CH2:16]1.[CH3:18][C:19]1[N:20]=[C:21]([N:29]2[C:33](=[O:34])[NH:32][N:31]=[CH:30]2)[S:22][C:23]=1[C:24]([O:26][CH2:27][CH3:28])=[O:25]. (6) Given the product [CH3:23][C:3]1[CH:4]=[C:5]([O:16][C:17]2[CH:22]=[CH:21][CH:20]=[CH:19][CH:18]=2)[C:6]([C:8]2[CH:9]=[CH:10][C:11](=[O:15])[N:12]([CH3:14])[CH:13]=2)=[CH:7][C:2]=1[NH:1][S:32]([CH3:31])(=[O:34])=[O:33], predict the reactants needed to synthesize it. The reactants are: [NH2:1][C:2]1[C:3]([CH3:23])=[CH:4][C:5]([O:16][C:17]2[CH:22]=[CH:21][CH:20]=[CH:19][CH:18]=2)=[C:6]([C:8]2[CH:9]=[CH:10][C:11](=[O:15])[N:12]([CH3:14])[CH:13]=2)[CH:7]=1.C(N(CC)CC)C.[CH3:31][S:32](Cl)(=[O:34])=[O:33]. (7) The reactants are: F[C:2]1[CH:30]=[CH:29][C:5]([C:6]([NH:8][C:9]2[S:13][C:12]([N:14]([CH3:25])[C:15]3[CH:16]=[C:17]4[C:22](=[CH:23][CH:24]=3)[N:21]=[CH:20][CH:19]=[CH:18]4)=[N:11][C:10]=2[C:26]([NH2:28])=[O:27])=[O:7])=[CH:4][CH:3]=1.[CH3:31][N:32]1[CH2:37][CH2:36][NH:35][CH2:34][CH2:33]1. Given the product [CH3:25][N:14]([C:15]1[CH:16]=[C:17]2[C:22](=[CH:23][CH:24]=1)[N:21]=[CH:20][CH:19]=[CH:18]2)[C:12]1[S:13][C:9]([NH:8][C:6](=[O:7])[C:5]2[CH:29]=[CH:30][C:2]([N:35]3[CH2:36][CH2:37][N:32]([CH3:31])[CH2:33][CH2:34]3)=[CH:3][CH:4]=2)=[C:10]([C:26]([NH2:28])=[O:27])[N:11]=1, predict the reactants needed to synthesize it. (8) Given the product [Cl:35][C:29]1[CH:30]=[C:31]([Cl:34])[CH:32]=[CH:33][C:28]=1[N:7]1[C:8]([C:12]2[CH:17]=[CH:16][C:15]([O:18][S:19]([CH2:22][CH2:23][C:24]([F:27])([F:26])[F:25])(=[O:21])=[O:20])=[CH:14][CH:13]=2)=[C:9]([CH2:10][OH:11])[C:5]([C:3]([OH:4])=[O:2])=[N:6]1, predict the reactants needed to synthesize it. The reactants are: C[O:2][C:3]([C:5]1[C:9]([CH2:10][OH:11])=[C:8]([C:12]2[CH:17]=[CH:16][C:15]([O:18][S:19]([CH2:22][CH2:23][C:24]([F:27])([F:26])[F:25])(=[O:21])=[O:20])=[CH:14][CH:13]=2)[N:7]([C:28]2[CH:33]=[CH:32][C:31]([Cl:34])=[CH:30][C:29]=2[Cl:35])[N:6]=1)=[O:4].C1COCC1.[OH-].[Li+].Cl.